This data is from Forward reaction prediction with 1.9M reactions from USPTO patents (1976-2016). The task is: Predict the product of the given reaction. (1) The product is: [C:1]([O:5][C:6]([N:8]1[CH2:13][CH2:12][N:11]([C:14]2[C:23]3[C:18](=[C:19]([F:26])[C:20]([Br:25])=[C:21]([Cl:24])[CH:22]=3)[N:17]=[CH:16][C:15]=2[C:27](=[O:28])[NH2:36])[CH2:10][CH2:9]1)=[O:7])([CH3:4])([CH3:2])[CH3:3]. Given the reactants [C:1]([O:5][C:6]([N:8]1[CH2:13][CH2:12][N:11]([C:14]2[C:23]3[C:18](=[C:19]([F:26])[C:20]([Br:25])=[C:21]([Cl:24])[CH:22]=3)[N:17]=[CH:16][C:15]=2[C:27](O)=[O:28])[CH2:10][CH2:9]1)=[O:7])([CH3:4])([CH3:3])[CH3:2].C1C=CC2N(O)N=[N:36]C=2C=1.[NH4+].[Cl-].CCN(C(C)C)C(C)C.F[P-](F)(F)(F)(F)F.N1(O[P+](N(C)C)(N(C)C)N(C)C)C2C=CC=CC=2N=N1, predict the reaction product. (2) Given the reactants Cl[C:2]1[N:7]=[C:6]([C:8]2[C:16]3[C:11](=[CH:12][CH:13]=[CH:14][CH:15]=3)[N:10]([S:17]([C:20]3[CH:25]=[CH:24][CH:23]=[CH:22][CH:21]=3)(=[O:19])=[O:18])[CH:9]=2)[C:5]([Cl:26])=[CH:4][N:3]=1.[NH2:27][CH:28]1[CH2:33][CH2:32][N:31]([C:34]([C:36]2[CH:41]=[CH:40][C:39]([NH:42][C:43](=[O:49])[O:44][C:45]([CH3:48])([CH3:47])[CH3:46])=[CH:38][CH:37]=2)=[O:35])[CH2:30][CH2:29]1.CCN(C(C)C)C(C)C, predict the reaction product. The product is: [Cl:26][C:5]1[C:6]([C:8]2[C:16]3[C:11](=[CH:12][CH:13]=[CH:14][CH:15]=3)[N:10]([S:17]([C:20]3[CH:21]=[CH:22][CH:23]=[CH:24][CH:25]=3)(=[O:18])=[O:19])[CH:9]=2)=[N:7][C:2]([NH:27][CH:28]2[CH2:33][CH2:32][N:31]([C:34]([C:36]3[CH:41]=[CH:40][C:39]([NH:42][C:43](=[O:49])[O:44][C:45]([CH3:47])([CH3:46])[CH3:48])=[CH:38][CH:37]=3)=[O:35])[CH2:30][CH2:29]2)=[N:3][CH:4]=1. (3) Given the reactants [NH2:1][CH2:2][CH2:3][CH2:4][CH2:5][N:6]1[C:18]2[C:17]3[CH:16]=[CH:15][CH:14]=[CH:13][C:12]=3[N:11]=[C:10]([NH2:19])[C:9]=2[N:8]=[C:7]1[CH2:20][CH2:21][O:22][CH3:23].[N:24]1[C:33]2[C:28](=[CH:29][CH:30]=[CH:31][CH:32]=2)[CH:27]=[CH:26][C:25]=1[C:34](Cl)=[O:35].C(N(CC)CC)C, predict the reaction product. The product is: [NH2:19][C:10]1[C:9]2[N:8]=[C:7]([CH2:20][CH2:21][O:22][CH3:23])[N:6]([CH2:5][CH2:4][CH2:3][CH2:2][NH:1][C:34]([C:25]3[CH:26]=[CH:27][C:28]4[C:33](=[CH:32][CH:31]=[CH:30][CH:29]=4)[N:24]=3)=[O:35])[C:18]=2[C:17]2[CH:16]=[CH:15][CH:14]=[CH:13][C:12]=2[N:11]=1.